Dataset: Full USPTO retrosynthesis dataset with 1.9M reactions from patents (1976-2016). Task: Predict the reactants needed to synthesize the given product. (1) Given the product [Br:1][C:2]1[CH:3]=[C:4]([CH2:9][CH2:10][O:11][CH3:13])[CH:5]=[C:6]([Br:8])[CH:7]=1, predict the reactants needed to synthesize it. The reactants are: [Br:1][C:2]1[CH:3]=[C:4]([CH2:9][CH2:10][OH:11])[CH:5]=[C:6]([Br:8])[CH:7]=1.I[CH3:13].[H-].[Na+]. (2) Given the product [F:1][C:2]1[CH:3]=[CH:4][C:5]([O:6][CH:7]2[CH:8]=[C:9]3[CH:13]([CH2:12][CH:11]([OH:15])[CH2:10]3)[CH2:14]2)=[CH:16][CH:17]=1, predict the reactants needed to synthesize it. The reactants are: [F:1][C:2]1[CH:17]=[CH:16][C:5]([O:6][CH:7]2[CH2:14][CH:13]3[CH:9]([CH2:10][C:11](=[O:15])[CH2:12]3)[CH2:8]2)=[CH:4][CH:3]=1.[BH4-].[Na+]. (3) Given the product [C:6]([CH2:5][CH2:4][C:3]1[CH:17]([C:18]2[CH:19]=[CH:20][C:21]([F:24])=[CH:22][CH:23]=2)[CH2:16][CH2:15][NH:14][CH:13]=1)([OH:2])=[O:27], predict the reactants needed to synthesize it. The reactants are: B.[O:2]1[CH2:6][CH2:5][CH2:4][CH2:3]1.C(OC(C1[CH:17]([C:18]2[CH:23]=[CH:22][C:21]([F:24])=[CH:20][CH:19]=2)[CH2:16][C:15](=O)[NH:14][C:13]1=O)=O)C.[O:27]1CCCC1.